This data is from CYP2C9 inhibition data for predicting drug metabolism from PubChem BioAssay. The task is: Regression/Classification. Given a drug SMILES string, predict its absorption, distribution, metabolism, or excretion properties. Task type varies by dataset: regression for continuous measurements (e.g., permeability, clearance, half-life) or binary classification for categorical outcomes (e.g., BBB penetration, CYP inhibition). Dataset: cyp2c9_veith. (1) The molecule is O=C(Nc1ccccc1)N1CCCC2(CCN(C(=O)c3cccc(F)c3)CC2)C1. The result is 0 (non-inhibitor). (2) The molecule is CC(=O)N(C[C@@H](O)CO)c1c(I)c(C(=O)NC[C@@H](O)CO)c(I)c(C(=O)NC[C@@H](O)CO)c1I. The result is 0 (non-inhibitor). (3) The molecule is O=C(Cn1c(=O)oc2ccccc21)NC(=O)NCc1ccccc1. The result is 1 (inhibitor). (4) The molecule is CC(=O)NCCc1cc2cc(C)c(C)cc2[nH]c1=O. The result is 0 (non-inhibitor). (5) The drug is CC(C)(Sc1cc(C(C)(C)C)c(O)c(C(C)(C)C)c1)Sc1cc(C(C)(C)C)c(O)c(C(C)(C)C)c1. The result is 0 (non-inhibitor).